The task is: Predict the reaction yield, written as a fraction of the theoretical maximum amount of product (1.0 means a 100% yield; for example, 0.34 means a 34% yield).. This data is from Reaction yield outcomes from USPTO patents with 853,638 reactions. (1) The reactants are Br[C:2]1[CH:7]=[CH:6][C:5]([C:8](=[O:10])[CH3:9])=[CH:4][CH:3]=1.[C:11]([O:15][CH3:16])(=[O:14])[CH:12]=[CH2:13].CN(C1CCCCC1)C1CCCCC1.C(P(C(C)(C)C)C(C)(C)C)(C)(C)C.F[B-](F)(F)F. The catalyst is O1CCOCC1.C1C=CC(/C=C/C(/C=C/C2C=CC=CC=2)=O)=CC=1.C1C=CC(/C=C/C(/C=C/C2C=CC=CC=2)=O)=CC=1.C1C=CC(/C=C/C(/C=C/C2C=CC=CC=2)=O)=CC=1.[Pd].[Pd]. The product is [CH3:16][O:15][C:11](=[O:14])/[CH:12]=[CH:13]/[C:2]1[CH:7]=[CH:6][C:5]([C:8](=[O:10])[CH3:9])=[CH:4][CH:3]=1. The yield is 0.340. (2) The reactants are [Cl:1][C:2]1[CH:3]=[C:4](B2OC(C)(C)C(C)(C)O2)[CH:5]=[C:6]([Cl:9])[C:7]=1[CH3:8].C([O-])([O-])=O.[K+].[K+].Br[C:26]([C:28]([F:31])([F:30])[F:29])=[CH2:27]. The catalyst is C1COCC1.O.Cl[Pd](Cl)([P](C1C=CC=CC=1)(C1C=CC=CC=1)C1C=CC=CC=1)[P](C1C=CC=CC=1)(C1C=CC=CC=1)C1C=CC=CC=1. The product is [Cl:9][C:6]1[CH:5]=[C:4]([C:26]([C:28]([F:31])([F:30])[F:29])=[CH2:27])[CH:3]=[C:2]([Cl:1])[C:7]=1[CH3:8]. The yield is 0.550. (3) The reactants are [CH2:1]([O:8][C:9](=[O:41])[NH:10][C@@H:11]1[CH2:17][CH2:16][CH2:15][N:14]([C:18]2[N:19]([CH3:40])[N:20]=[CH:21][C:22]=2[NH:23][C:24]([C:26]2[N:27]=[C:28](Br)[S:29][C:30]=2[NH:31][C:32]([O:34][C:35]([CH3:38])([CH3:37])[CH3:36])=[O:33])=[O:25])[CH2:13][CH2:12]1)[C:2]1[CH:7]=[CH:6][CH:5]=[CH:4][CH:3]=1.[F:42][C:43]1[CH:48]=[C:47]([F:49])[CH:46]=[CH:45][C:44]=1B1OC(C)(C)C(C)(C)O1.C(=O)([O-])[O-].[Cs+].[Cs+].ClCCl. The catalyst is Cl[Pd]Cl.C1(P(C2C=CC=CC=2)[C-]2C=CC=C2)C=CC=CC=1.[C-]1(P(C2C=CC=CC=2)C2C=CC=CC=2)C=CC=C1.[Fe+2].CN(C)C=O. The product is [CH2:1]([O:8][C:9](=[O:41])[NH:10][C@@H:11]1[CH2:17][CH2:16][CH2:15][N:14]([C:18]2[N:19]([CH3:40])[N:20]=[CH:21][C:22]=2[NH:23][C:24]([C:26]2[N:27]=[C:28]([C:46]3[CH:45]=[CH:44][C:43]([F:42])=[CH:48][C:47]=3[F:49])[S:29][C:30]=2[NH:31][C:32]([O:34][C:35]([CH3:38])([CH3:37])[CH3:36])=[O:33])=[O:25])[CH2:13][CH2:12]1)[C:2]1[CH:7]=[CH:6][CH:5]=[CH:4][CH:3]=1. The yield is 0.565. (4) The reactants are [C:1]([C:4]1[CH:9]=[CH:8][C:7]([NH:10]C(=O)C)=[C:6]([CH2:14][CH2:15][CH3:16])[C:5]=1[OH:17])(=[O:3])[CH3:2].Cl. The catalyst is C(O)C. The product is [NH2:10][C:7]1[CH:8]=[CH:9][C:4]([C:1](=[O:3])[CH3:2])=[C:5]([OH:17])[C:6]=1[CH2:14][CH2:15][CH3:16]. The yield is 0.990.